This data is from Forward reaction prediction with 1.9M reactions from USPTO patents (1976-2016). The task is: Predict the product of the given reaction. (1) Given the reactants Br[C:2]1[CH:3]=[C:4]2[C:9]([S:10][CH2:11][CH3:12])=[C:8]([C:13]([NH2:15])=[O:14])[CH:7]=[N:6][N:5]2[CH:16]=1.[CH3:17][O:18][C:19]1[N:24]=[CH:23][C:22](B(O)O)=[CH:21][CH:20]=1.P([O-])([O-])([O-])=O.[K+].[K+].[K+], predict the reaction product. The product is: [CH2:11]([S:10][C:9]1[C:4]2[N:5]([CH:16]=[C:2]([C:22]3[CH:23]=[N:24][C:19]([O:18][CH3:17])=[CH:20][CH:21]=3)[CH:3]=2)[N:6]=[CH:7][C:8]=1[C:13]([NH2:15])=[O:14])[CH3:12]. (2) Given the reactants [N:1]1([CH2:6][CH2:7][CH2:8][NH2:9])[CH:5]=[CH:4][N:3]=[CH:2]1.[O:10]1[CH:15]=[CH:14][CH2:13][CH2:12][CH:11]1[CH:16]=O.C([O:20][C:21](=O)[C:22](=[O:33])[CH2:23][C:24]1[C:32]2[C:27](=[CH:28][CH:29]=[CH:30][CH:31]=2)[NH:26][CH:25]=1)C, predict the reaction product. The product is: [O:10]1[CH:15]=[CH:14][CH2:13][CH2:12][CH:11]1[CH:16]1[N:9]([CH2:8][CH2:7][CH2:6][N:1]2[CH:5]=[CH:4][N:3]=[CH:2]2)[C:21](=[O:20])[C:22]([OH:33])=[C:23]1[C:24]1[C:32]2[C:27](=[CH:28][CH:29]=[CH:30][CH:31]=2)[NH:26][CH:25]=1. (3) Given the reactants [Cl:1][C:2]1[C:7]([Cl:8])=[C:6]([C:9]2[S:13][C:12]([CH:14]=O)=[N:11][C:10]=2[C:16]([N:18]2[CH2:23][CH2:22][CH2:21][CH2:20][C@@H:19]2[CH3:24])=[O:17])[CH:5]=[CH:4][C:3]=1[S:25]([NH:28][C@@H:29]([CH3:34])[C:30]([F:33])([F:32])[F:31])(=[O:27])=[O:26].[CH3:35]OP(C(=[N+]=[N-])C(=O)C)(=O)OC.C([O-])([O-])=O.[K+].[K+], predict the reaction product. The product is: [Cl:1][C:2]1[C:7]([Cl:8])=[C:6]([C:9]2[S:13][C:12]([C:14]#[CH:35])=[N:11][C:10]=2[C:16]([N:18]2[CH2:23][CH2:22][CH2:21][CH2:20][C@@H:19]2[CH3:24])=[O:17])[CH:5]=[CH:4][C:3]=1[S:25]([NH:28][C@@H:29]([CH3:34])[C:30]([F:31])([F:32])[F:33])(=[O:26])=[O:27]. (4) Given the reactants [Cl:1][S:2]([OH:5])(=O)=[O:3].[CH3:6][O:7][C:8](=[O:18])[CH2:9][C:10]1[CH:15]=[CH:14][CH:13]=[CH:12][C:11]=1[O:16][CH3:17], predict the reaction product. The product is: [CH3:6][O:7][C:8](=[O:18])[CH2:9][C:10]1[CH:15]=[C:14]([S:2]([Cl:1])(=[O:5])=[O:3])[CH:13]=[CH:12][C:11]=1[O:16][CH3:17]. (5) Given the reactants [Cl:1][C:2]1[CH:3]=[C:4](/[C:12](=[N:16]\[O:17][CH:18]2[CH2:22][CH2:21][CH2:20][CH2:19]2)/[C:13]([OH:15])=O)[CH:5]=[CH:6][C:7]=1[S:8]([CH3:11])(=[O:10])=[O:9].[Cl:23][C:24]1[CH:33]=[CH:32][C:27]2[N:28]=[C:29]([NH2:31])[S:30][C:26]=2[CH:25]=1.C(N(CC)C(C)C)(C)C, predict the reaction product. The product is: [Cl:23][C:24]1[CH:33]=[CH:32][C:27]2[N:28]=[C:29]([NH:31][C:13](=[O:15])/[C:12](/[C:4]3[CH:5]=[CH:6][C:7]([S:8]([CH3:11])(=[O:9])=[O:10])=[C:2]([Cl:1])[CH:3]=3)=[N:16]/[O:17][CH:18]3[CH2:22][CH2:21][CH2:20][CH2:19]3)[S:30][C:26]=2[CH:25]=1. (6) Given the reactants [CH3:1][O:2][C:3]1[CH:11]=[CH:10][CH:9]=[CH:8][C:4]=1[CH2:5][CH2:6][NH2:7].[C:12](Cl)(Cl)=[S:13].O, predict the reaction product. The product is: [CH3:1][O:2][C:3]1[CH:11]=[CH:10][CH:9]=[CH:8][C:4]=1[CH2:5][CH2:6][N:7]=[C:12]=[S:13]. (7) Given the reactants [CH2:1]([C@H:8]1[CH2:12][O:11][C:10](=[O:13])[N:9]1[C:14](=[O:27])[CH2:15][CH2:16][CH2:17][C@@H:18]([C:20]1[CH:25]=[CH:24][C:23]([F:26])=[CH:22][CH:21]=1)[OH:19])[C:2]1[CH:7]=[CH:6][CH:5]=[CH:4][CH:3]=1.N1C=CN=C1.[Si:33](Cl)([C:36]([CH3:39])([CH3:38])[CH3:37])([CH3:35])[CH3:34].Cl, predict the reaction product. The product is: [CH2:1]([C@H:8]1[CH2:12][O:11][C:10](=[O:13])[N:9]1[C:14](=[O:27])[CH2:15][CH2:16][CH2:17][C@H:18]([O:19][Si:33]([C:36]([CH3:39])([CH3:38])[CH3:37])([CH3:35])[CH3:34])[C:20]1[CH:25]=[CH:24][C:23]([F:26])=[CH:22][CH:21]=1)[C:2]1[CH:3]=[CH:4][CH:5]=[CH:6][CH:7]=1. (8) Given the reactants [Br:1][C:2]1[CH:10]=[CH:9][C:5]([C:6]([NH2:8])=[NH:7])=[CH:4][CH:3]=1.C(=O)([O-])[O-].[K+].[K+].[C:17]([O:21][C:22]([N:24]1[CH2:28][CH2:27][CH2:26][CH:25]1[C:29](=O)[CH2:30]Cl)=[O:23])([CH3:20])([CH3:19])[CH3:18], predict the reaction product. The product is: [C:17]([O:21][C:22]([N:24]1[CH2:28][CH2:27][CH2:26][CH:25]1[C:29]1[NH:7][C:6]([C:5]2[CH:9]=[CH:10][C:2]([Br:1])=[CH:3][CH:4]=2)=[N:8][CH:30]=1)=[O:23])([CH3:20])([CH3:19])[CH3:18]. (9) Given the reactants [C:1]([C:3]1[N:7]2[C@@H:8]([CH3:15])[CH2:9][N:10]([CH2:13][CH3:14])[C:11](=[O:12])[C:6]2=[C:5]([O:16][CH3:17])[C:4]=1[C:18]([O:20]CC)=O)#[N:2].[NH2:23][NH2:24], predict the reaction product. The product is: [NH2:2][C:1]1[C:3]2[N:7]3[C@@H:8]([CH3:15])[CH2:9][N:10]([CH2:13][CH3:14])[C:11](=[O:12])[C:6]3=[C:5]([O:16][CH3:17])[C:4]=2[C:18](=[O:20])[NH:24][N:23]=1.